This data is from Forward reaction prediction with 1.9M reactions from USPTO patents (1976-2016). The task is: Predict the product of the given reaction. Given the reactants [CH2:1]([CH:8]1[CH2:12][O:11][C:10](=[O:13])[N:9]1[C:14](=[O:23])[C:15]([CH2:17][CH:18]1[CH2:22][CH2:21][CH2:20][CH2:19]1)=[CH2:16])[C:2]1[CH:7]=[CH:6][CH:5]=[CH:4][CH:3]=1.[O:24]1[CH2:29][CH2:28][CH2:27][CH2:26][CH:25]1[O:30][NH2:31], predict the reaction product. The product is: [CH2:1]([CH:8]1[CH2:12][O:11][C:10](=[O:13])[N:9]1[C:14](=[O:23])[CH:15]([CH2:17][CH:18]1[CH2:19][CH2:20][CH2:21][CH2:22]1)[CH2:16][NH:31][O:30][CH:25]1[CH2:26][CH2:27][CH2:28][CH2:29][O:24]1)[C:2]1[CH:3]=[CH:4][CH:5]=[CH:6][CH:7]=1.